Task: Regression. Given two drug SMILES strings and cell line genomic features, predict the synergy score measuring deviation from expected non-interaction effect.. Dataset: NCI-60 drug combinations with 297,098 pairs across 59 cell lines (1) Drug 1: CS(=O)(=O)OCCCCOS(=O)(=O)C. Drug 2: CC1C(C(CC(O1)OC2CC(CC3=C2C(=C4C(=C3O)C(=O)C5=CC=CC=C5C4=O)O)(C(=O)C)O)N)O. Cell line: MDA-MB-231. Synergy scores: CSS=38.1, Synergy_ZIP=-1.35, Synergy_Bliss=0.762, Synergy_Loewe=-40.2, Synergy_HSA=0.763. (2) Drug 1: CN(C)N=NC1=C(NC=N1)C(=O)N. Drug 2: CC12CCC3C(C1CCC2OP(=O)(O)O)CCC4=C3C=CC(=C4)OC(=O)N(CCCl)CCCl.[Na+]. Cell line: NCI-H226. Synergy scores: CSS=-3.19, Synergy_ZIP=-0.414, Synergy_Bliss=-2.84, Synergy_Loewe=-7.46, Synergy_HSA=-5.56.